From a dataset of Rat liver microsome stability data. Regression/Classification. Given a drug SMILES string, predict its absorption, distribution, metabolism, or excretion properties. Task type varies by dataset: regression for continuous measurements (e.g., permeability, clearance, half-life) or binary classification for categorical outcomes (e.g., BBB penetration, CYP inhibition). Dataset: rlm. (1) The molecule is CCN(CC)C(=O)c1sc2c(c1C)c(=O)n(Cc1ccccc1)c(=O)n2CC(=O)Nc1ccc(OC)cc1. The result is 1 (stable in rat liver microsomes). (2) The drug is CN(C)C(=O)NC1CCC(CCN2CCN(c3cccc(Cl)c3Cl)CC2)CC1. The result is 0 (unstable in rat liver microsomes). (3) The result is 1 (stable in rat liver microsomes). The compound is CCCCOc1ccc(C(=O)N2CCC(c3nnc(O)n3-c3ccc(C)cc3)CC2)cc1. (4) The drug is COC(=O)Nc1ccc2sc3cc(S(=O)(=O)N[C@@H](C(=O)O)C(C)C)ccc3c2c1. The result is 0 (unstable in rat liver microsomes).